From a dataset of Catalyst prediction with 721,799 reactions and 888 catalyst types from USPTO. Predict which catalyst facilitates the given reaction. (1) Reactant: [Cl:1][C:2]1[CH:3]=[C:4]([C:29](O)=[O:30])[CH:5]=[N:6][C:7]=1[NH:8][NH:9][C:10]([NH:12][C@H:13]1[C:22]2[C:17](=[CH:18][CH:19]=[CH:20][CH:21]=2)[CH2:16][CH2:15][C@H:14]1[C:23]1[CH:28]=[CH:27][CH:26]=[CH:25][CH:24]=1)=[S:11].[CH2:32]1[C@H:37]([NH2:38])[C:35](=[O:36])[S:34][CH2:33]1.CCN(C(C)C)C(C)C.CN(C(ON1N=NC2C=CC=NC1=2)=[N+](C)C)C.F[P-](F)(F)(F)(F)F. Product: [Cl:1][C:2]1[CH:3]=[C:4]([C:29]([NH:38][CH:37]2[CH2:32][CH2:33][S:34][C:35]2=[O:36])=[O:30])[CH:5]=[N:6][C:7]=1[NH:8][NH:9][C:10]([NH:12][C@H:13]1[C:22]2[C:17](=[CH:18][CH:19]=[CH:20][CH:21]=2)[CH2:16][CH2:15][C@H:14]1[C:23]1[CH:28]=[CH:27][CH:26]=[CH:25][CH:24]=1)=[S:11]. The catalyst class is: 44. (2) Reactant: [CH3:1][C@H:2]1[CH2:8][C:7](=[O:9])[C@@:4]2([O:6][CH2:5]2)[C:3]21[CH2:15][CH2:14][CH2:13][CH2:12][CH2:11][CH2:10]2.[H-].[Al+3].[Li+].[H-].[H-].[H-]. Product: [CH3:5][C@@:4]1([OH:6])[C:3]2([CH2:15][CH2:14][CH2:13][CH2:12][CH2:11][CH2:10]2)[C@@H:2]([CH3:1])[CH2:8][C@@H:7]1[OH:9]. The catalyst class is: 28. (3) Reactant: Br[C:2]1[CH:3]=[C:4]2[N:10]([C:11]3[C:20]4[C:15](=[CH:16][C:17]([F:21])=[CH:18][CH:19]=4)[N:14]=[C:13]([C:22]4[NH:27][C:26](=[O:28])[CH:25]=[CH:24][CH:23]=4)[C:12]=3[CH3:29])[CH2:9][C:8]([CH3:31])([CH3:30])[C:5]2=[N:6][CH:7]=1.[NH:32]1[CH2:37][CH2:36][O:35][CH2:34][CH2:33]1.C1(P(C2CCCCC2)C2(C(C)C)CC(C(C)C)=CC(C(C)C)=C2C2C=CC=CC=2)CCCCC1.CC(C)([O-])C.[Na+]. Product: [CH3:30][C:8]1([CH3:31])[C:5]2=[N:6][CH:7]=[C:2]([N:32]3[CH2:37][CH2:36][O:35][CH2:34][CH2:33]3)[CH:3]=[C:4]2[N:10]([C:11]2[C:20]3[C:15](=[CH:16][C:17]([F:21])=[CH:18][CH:19]=3)[N:14]=[C:13]([C:22]3[NH:27][C:26](=[O:28])[CH:25]=[CH:24][CH:23]=3)[C:12]=2[CH3:29])[CH2:9]1. The catalyst class is: 101.